Task: Regression. Given two drug SMILES strings and cell line genomic features, predict the synergy score measuring deviation from expected non-interaction effect.. Dataset: NCI-60 drug combinations with 297,098 pairs across 59 cell lines Drug 1: CC1=CC2C(CCC3(C2CCC3(C(=O)C)OC(=O)C)C)C4(C1=CC(=O)CC4)C. Drug 2: C1=CN(C=N1)CC(O)(P(=O)(O)O)P(=O)(O)O. Cell line: MDA-MB-435. Synergy scores: CSS=-0.632, Synergy_ZIP=4.76, Synergy_Bliss=6.77, Synergy_Loewe=3.95, Synergy_HSA=1.55.